This data is from Forward reaction prediction with 1.9M reactions from USPTO patents (1976-2016). The task is: Predict the product of the given reaction. (1) Given the reactants [CH2:1]([C:4]1[C:8]([CH2:9][CH2:10][CH2:11][OH:12])=[CH:7][N:6]([C:13]2[CH:18]=[CH:17][C:16]([C:19]([F:22])([F:21])[F:20])=[CH:15][N:14]=2)[N:5]=1)[CH2:2][CH3:3].[CH2:23]([O:25][C:26]1[CH:31]=[CH:30][C:29]([CH2:32][C:33]([O:35]C)=[O:34])=[CH:28][C:27]=1O)[CH3:24].C(P(CCCC)CCCC)CCC.N(C(N1CCCCC1)=O)=NC(N1CCCCC1)=O, predict the reaction product. The product is: [CH2:23]([O:25][C:26]1[CH:31]=[CH:30][C:29]([CH2:32][C:33]([OH:35])=[O:34])=[CH:28][C:27]=1[O:12][CH2:11][CH2:10][CH2:9][C:8]1[C:4]([CH2:1][CH2:2][CH3:3])=[N:5][N:6]([C:13]2[CH:18]=[CH:17][C:16]([C:19]([F:21])([F:20])[F:22])=[CH:15][N:14]=2)[CH:7]=1)[CH3:24]. (2) Given the reactants [F:1][C:2]1[CH:7]=[CH:6][C:5]([F:8])=[CH:4][C:3]=1[O:9]C.Cl[C:12](=[O:25])[CH2:13][C:14]1[CH:23]=[CH:22][C:17]([C:18]([O:20]C)=[O:19])=[CH:16][C:15]=1[F:24], predict the reaction product. The product is: [F:8][C:5]1[CH:4]=[C:3]([OH:9])[C:2]([F:1])=[CH:7][C:6]=1[C:12](=[O:25])[CH2:13][C:14]1[CH:23]=[CH:22][C:17]([C:18]([OH:20])=[O:19])=[CH:16][C:15]=1[F:24]. (3) The product is: [N+:1]([C:4]1[CH:5]=[C:6]([CH2:7][CH:8]=[O:9])[CH:10]=[CH:11][CH:12]=1)([O-:3])=[O:2]. Given the reactants [N+:1]([C:4]1[CH:5]=[C:6]([CH:10]=[CH:11][CH:12]=1)[CH2:7][CH2:8][OH:9])([O-:3])=[O:2].CC(OI1(OC(C)=O)(OC(C)=O)OC(=O)C2C=CC=CC1=2)=O.CCCCCC.C(OCC)(=O)C.S([O-])([O-])=O.[Na+].[Na+], predict the reaction product. (4) Given the reactants [NH2:1][C:2]1[CH:31]=[CH:30][C:5]2[N:6]3[CH2:12][C@H:11]([NH:13][C:14](=[O:20])[O:15][C:16]([CH3:19])([CH3:18])[CH3:17])[C@@H:10]([C:21]4[CH:26]=[C:25]([F:27])[C:24]([F:28])=[CH:23][C:22]=4[F:29])[CH2:9][C:7]3=[N:8][C:4]=2[CH:3]=1.N1C=CC=CC=1.[CH3:38][S:39](Cl)(=[O:41])=[O:40], predict the reaction product. The product is: [CH3:38][S:39]([NH:1][C:2]1[CH:31]=[CH:30][C:5]2[N:6]3[CH2:12][C@H:11]([NH:13][C:14](=[O:20])[O:15][C:16]([CH3:19])([CH3:18])[CH3:17])[C@@H:10]([C:21]4[CH:26]=[C:25]([F:27])[C:24]([F:28])=[CH:23][C:22]=4[F:29])[CH2:9][C:7]3=[N:8][C:4]=2[CH:3]=1)(=[O:41])=[O:40]. (5) Given the reactants [H-].C([Al+]CC(C)C)C(C)C.C1(C)C=CC=CC=1.[Cl:18][C:19]1[CH:33]=[C:32]([Cl:34])[CH:31]=[CH:30][C:20]=1[O:21][C:22]1[CH:29]=[CH:28][CH:27]=[CH:26][C:23]=1[C:24]#N.[OH2:35], predict the reaction product. The product is: [Cl:18][C:19]1[CH:33]=[C:32]([Cl:34])[CH:31]=[CH:30][C:20]=1[O:21][C:22]1[CH:29]=[CH:28][CH:27]=[CH:26][C:23]=1[CH:24]=[O:35]. (6) Given the reactants [C:1]([C:4]1[C:12]2[C:7](=[CH:8][CH:9]=[C:10]([O:13][CH2:14][C:15]3[N:20]=CC=CN=3)[CH:11]=2)[N:6]([CH2:21][C:22]([OH:24])=[O:23])[N:5]=1)(=[O:3])[CH3:2].ClCC1[CH:31]=[CH:30][N:29]([CH3:32])N=1.ClCC1N=CC=CN=1.C(C1C2C(=CC=C(OCC3C=C(C)NN=3)C=2)N(CC(O)=O)N=1)(=O)C, predict the reaction product. The product is: [C:1]([C:4]1[C:12]2[C:7](=[CH:8][CH:9]=[C:10]([O:13][CH2:14][C:15]3[CH:31]=[CH:30][N:29]([CH3:32])[N:20]=3)[CH:11]=2)[N:6]([CH2:21][C:22]([OH:24])=[O:23])[N:5]=1)(=[O:3])[CH3:2]. (7) Given the reactants FC1C(F)=C(F)C(F)=C(F)C=1[O:4][S:5]([C:8]1[CH:9]=[CH:10][C:11]2[N:16]([C:17]3[CH:22]=[CH:21][C:20]([C:23]([F:26])([F:25])[F:24])=[CH:19][C:18]=3[C:27]3[CH2:32][CH2:31][N:30](C(OC(C)(C)C)=O)[CH2:29][CH:28]=3)[CH2:15][CH2:14][O:13][C:12]=2[CH:40]=1)(=O)=[O:6].[N:49]1[CH:54]=[CH:53][CH:52]=[N:51][C:50]=1[NH2:55].C[Si]([N-][Si](C)(C)C)(C)C.[Li+], predict the reaction product. The product is: [N:49]1[CH:54]=[CH:53][CH:52]=[N:51][C:50]=1[NH:55][S:5]([C:8]1[CH:9]=[CH:10][C:11]2[N:16]([C:17]3[CH:22]=[CH:21][C:20]([C:23]([F:26])([F:24])[F:25])=[CH:19][C:18]=3[C:27]3[CH2:32][CH2:31][NH:30][CH2:29][CH:28]=3)[CH2:15][CH2:14][O:13][C:12]=2[CH:40]=1)(=[O:4])=[O:6].